Dataset: Peptide-MHC class I binding affinity with 185,985 pairs from IEDB/IMGT. Task: Regression. Given a peptide amino acid sequence and an MHC pseudo amino acid sequence, predict their binding affinity value. This is MHC class I binding data. (1) The peptide sequence is DINITHTNIT. The MHC is HLA-A02:01 with pseudo-sequence HLA-A02:01. The binding affinity (normalized) is 0. (2) The MHC is HLA-B27:05 with pseudo-sequence HLA-B27:05. The peptide sequence is KPYKEVTEDLL. The binding affinity (normalized) is 0. (3) The peptide sequence is LSHCWPWFK. The MHC is HLA-B15:01 with pseudo-sequence HLA-B15:01. The binding affinity (normalized) is 0.0847. (4) The peptide sequence is KRMGVQMQR. The MHC is HLA-B15:09 with pseudo-sequence HLA-B15:09. The binding affinity (normalized) is 0.0847.